Dataset: Reaction yield outcomes from USPTO patents with 853,638 reactions. Task: Predict the reaction yield, written as a fraction of the theoretical maximum amount of product (1.0 means a 100% yield; for example, 0.34 means a 34% yield). (1) The reactants are [OH:1][C@@H:2]1[CH2:10][C:9]2[C:4](=[CH:5][CH:6]=[CH:7][CH:8]=2)[C@H:3]1[N:11]1[C:19](=[O:20])[C:18]2[C:13](=[CH:14][CH:15]=[CH:16][CH:17]=2)[C:12]1=[O:21].[CH3:22][Si](C)(C)[N-][Si](C)(C)C.[Li+].CI. The catalyst is C1COCC1. The product is [CH3:22][O:1][C@@H:2]1[CH2:10][C:9]2[C:4](=[CH:5][CH:6]=[CH:7][CH:8]=2)[C@H:3]1[N:11]1[C:12](=[O:21])[C:13]2[C:18](=[CH:17][CH:16]=[CH:15][CH:14]=2)[C:19]1=[O:20]. The yield is 0.460. (2) The reactants are [CH:1]([C:3]1[CH:18]=[CH:17][C:6]([O:7][C:8]2[CH:16]=[CH:15][C:11]([C:12]([NH2:14])=[O:13])=[CH:10][N:9]=2)=[CH:5][CH:4]=1)=O.[CH2:19]([N:26]1[CH2:31][CH2:30][NH:29][CH2:28][CH2:27]1)[C:20]1[CH:25]=[CH:24][CH:23]=[CH:22][CH:21]=1.[BH4-].[Na+]. The catalyst is CO. The product is [CH2:19]([N:26]1[CH2:31][CH2:30][N:29]([CH2:1][C:3]2[CH:18]=[CH:17][C:6]([O:7][C:8]3[CH:16]=[CH:15][C:11]([C:12]([NH2:14])=[O:13])=[CH:10][N:9]=3)=[CH:5][CH:4]=2)[CH2:28][CH2:27]1)[C:20]1[CH:21]=[CH:22][CH:23]=[CH:24][CH:25]=1. The yield is 0.570. (3) The reactants are [CH3:1][O:2][C:3]([C:5]1[C:18]([NH:19][C:20]2[CH:25]=[CH:24][C:23]([Br:26])=[CH:22][C:21]=2[Cl:27])=[C:17]([F:28])[C:8]2[N:9]=[CH:10][N:11]([CH2:12][CH2:13][C:14](O)=[O:15])[C:7]=2[CH:6]=1)=[O:4].[CH:29]1[CH:30]=CC2N(O)N=[N:35][C:33]=2[CH:34]=1.O.CCN(CC)CC.N1CCCC1.CCN=C=NCCCN(C)C.Cl. The catalyst is CN(C=O)C.CCOC(C)=O.O. The product is [CH3:1][O:2][C:3]([C:5]1[C:18]([NH:19][C:20]2[CH:25]=[CH:24][C:23]([Br:26])=[CH:22][C:21]=2[Cl:27])=[C:17]([F:28])[C:8]2[N:9]=[CH:10][N:11]([CH2:12][CH2:13][C:14](=[O:15])[N:35]3[CH2:30][CH2:29][CH2:34][CH2:33]3)[C:7]=2[CH:6]=1)=[O:4]. The yield is 0.670. (4) The reactants are [C:1]([NH:5][C:6]([C:8]1[C:16]2[C:11](=[N:12][CH:13]=[C:14]([NH:17][C:18]3[CH:23]=[CH:22][C:21]([CH3:24])=[CH:20][CH:19]=3)[N:15]=2)[N:10](COCC[Si](C)(C)C)[CH:9]=1)=[O:7])([CH3:4])([CH3:3])[CH3:2].FC(F)(F)C(O)=O. The catalyst is ClCCl.CO.[OH-].[NH4+]. The product is [C:1]([NH:5][C:6]([C:8]1[C:16]2[C:11](=[N:12][CH:13]=[C:14]([NH:17][C:18]3[CH:23]=[CH:22][C:21]([CH3:24])=[CH:20][CH:19]=3)[N:15]=2)[NH:10][CH:9]=1)=[O:7])([CH3:4])([CH3:3])[CH3:2]. The yield is 0.300. (5) The reactants are [C:1]([NH:8][C@@H:9]([C:11]([OH:13])=O)[CH3:10])([O:3][C:4]([CH3:7])([CH3:6])[CH3:5])=[O:2].Cl.[F:15][C:16]1([F:20])[CH2:19][NH:18][CH2:17]1.C1C=CC2N(O)N=NC=2C=1.C(Cl)CCl.C(N(CC)C(C)C)(C)C. The catalyst is CN(C=O)C. The product is [C:4]([O:3][C:1](=[O:2])[NH:8][C@H:9]([CH3:10])[C:11]([N:18]1[CH2:19][C:16]([F:20])([F:15])[CH2:17]1)=[O:13])([CH3:5])([CH3:6])[CH3:7]. The yield is 0.910. (6) The reactants are [Si]([O:8][CH2:9][C:10]1([CH3:38])[S:16][CH2:15][CH2:14][N:13]2[C:17]([C:20]3([C:23]4[CH:28]=[CH:27][C:26](B5OC(C)(C)C(C)(C)O5)=[CH:25][CH:24]=4)[CH2:22][CH2:21]3)=[N:18][N:19]=[C:12]2[CH2:11]1)(C(C)(C)C)(C)C.Cl[C:40]1[N:47]=[CH:46][CH:45]=[CH:44][C:41]=1[C:42]#[N:43].C(=O)([O-])[O-].[K+].[K+].C(=O)([O-])O.[Na+].Cl. The catalyst is C(COC)OC.O.CO.C1C=CC([P]([Pd]([P](C2C=CC=CC=2)(C2C=CC=CC=2)C2C=CC=CC=2)([P](C2C=CC=CC=2)(C2C=CC=CC=2)C2C=CC=CC=2)[P](C2C=CC=CC=2)(C2C=CC=CC=2)C2C=CC=CC=2)(C2C=CC=CC=2)C2C=CC=CC=2)=CC=1. The product is [OH:8][CH2:9][C:10]1([CH3:38])[S:16][CH2:15][CH2:14][N:13]2[C:17]([C:20]3([C:23]4[CH:24]=[CH:25][C:26]([C:40]5[N:47]=[CH:46][CH:45]=[CH:44][C:41]=5[C:42]#[N:43])=[CH:27][CH:28]=4)[CH2:22][CH2:21]3)=[N:18][N:19]=[C:12]2[CH2:11]1. The yield is 0.820.